Dataset: Full USPTO retrosynthesis dataset with 1.9M reactions from patents (1976-2016). Task: Predict the reactants needed to synthesize the given product. (1) Given the product [C:15]([NH:23][C:24]1[CH:36]=[C:35]([CH2:2][CH2:1][CH:3]2[CH2:8][CH2:7][CH2:6][CH2:5][CH2:4]2)[CH:34]=[CH:33][C:25]=1[C:26]([OH:28])=[O:27])(=[O:22])[C:16]1[CH:17]=[CH:18][CH:19]=[CH:20][CH:21]=1, predict the reactants needed to synthesize it. The reactants are: [CH:1]([CH:3]1[CH2:8][CH2:7][CH2:6][CH2:5][CH2:4]1)=[CH2:2].C(=O)([O-])[O-].[Cs+].[Cs+].[C:15]([NH:23][C:24]1[CH:36]=[C:35](Br)[CH:34]=[CH:33][C:25]=1[C:26]([O:28]C(C)(C)C)=[O:27])(=[O:22])[C:16]1[CH:21]=[CH:20][CH:19]=[CH:18][CH:17]=1.C(O)(=O)CC(CC(O)=O)(C(O)=O)O. (2) Given the product [CH3:1][C:2]1[CH:7]=[C:6]2[C:5](=[C:4]([N+:17]([O-:19])=[O:18])[CH:3]=1)[NH:16][C:9]([C:10]1[CH:15]=[CH:14][CH:13]=[CH:12][CH:11]=1)=[CH:8]2, predict the reactants needed to synthesize it. The reactants are: [CH3:1][C:2]1[CH:7]=[C:6]([C:8]#[C:9][C:10]2[CH:15]=[CH:14][CH:13]=[CH:12][CH:11]=2)[C:5]([NH2:16])=[C:4]([N+:17]([O-:19])=[O:18])[CH:3]=1.CC(C)([O-])C.[K+].O. (3) Given the product [CH:1]([C@H:14]1[O:19][CH2:18][C@@H:17]([NH:20][CH2:27][C:26]2[CH:29]=[CH:30][C:23]([C:21]#[N:22])=[CH:24][CH:25]=2)[CH2:16][CH2:15]1)([C:8]1[CH:13]=[CH:12][CH:11]=[CH:10][CH:9]=1)[C:2]1[CH:3]=[CH:4][CH:5]=[CH:6][CH:7]=1, predict the reactants needed to synthesize it. The reactants are: [CH:1]([C@H:14]1[O:19][CH2:18][C@@H:17]([NH2:20])[CH2:16][CH2:15]1)([C:8]1[CH:13]=[CH:12][CH:11]=[CH:10][CH:9]=1)[C:2]1[CH:7]=[CH:6][CH:5]=[CH:4][CH:3]=1.[C:21]([C:23]1[CH:30]=[CH:29][C:26]([CH:27]=O)=[CH:25][CH:24]=1)#[N:22].C(O)(=O)C.[BH3-]C#N.[Na+]. (4) Given the product [Cl:12][C:13]1[CH:18]=[CH:17][C:16]([NH:19][C:20]2[CH:25]=[CH:24][CH:23]=[C:22]([N:3]3[C:11]4[C:6](=[CH:7][CH:8]=[CH:9][CH:10]=4)[CH:5]=[N:4]3)[N:21]=2)=[CH:15][CH:14]=1, predict the reactants needed to synthesize it. The reactants are: [H-].[Na+].[NH:3]1[C:11]2[C:6](=[CH:7][CH:8]=[CH:9][CH:10]=2)[CH:5]=[N:4]1.[Cl:12][C:13]1[CH:18]=[CH:17][C:16]([NH:19][C:20]2[CH:25]=[CH:24][CH:23]=[C:22](F)[N:21]=2)=[CH:15][CH:14]=1. (5) Given the product [CH:4]12[N:7]([CH2:8][CH2:9][O:10][C:11]3[CH:16]=[CH:15][C:14]([NH:17][C:35]([NH:42][CH2:41][C:40]4[CH:43]=[CH:44][C:45]([F:47])=[CH:46][C:39]=4[F:38])=[O:36])=[CH:13][C:12]=3[C:18]3[N:19]([CH3:24])[N:20]=[CH:21][C:22]=3[Br:23])[CH:1]([CH2:2][CH2:3]1)[CH2:6][CH2:5]2, predict the reactants needed to synthesize it. The reactants are: [CH:1]12[N:7]([CH2:8][CH2:9][O:10][C:11]3[CH:16]=[CH:15][C:14]([NH2:17])=[CH:13][C:12]=3[C:18]3[N:19]([CH3:24])[N:20]=[CH:21][C:22]=3[Br:23])[CH:4]([CH2:5][CH2:6]1)[CH2:3][CH2:2]2.C1C([N+]([O-])=O)=CC=C([Cl-][C:35]([O-])=[O:36])C=1.[F:38][C:39]1[CH:46]=[C:45]([F:47])[CH:44]=[CH:43][C:40]=1[CH2:41][NH2:42].C(N(CC)C(C)C)(C)C. (6) Given the product [CH2:41]([O:43][C:44]1[N:8]([C:9]2[C:17]3[O:16][CH2:15][C@@H:14]([N:18]([C:33](=[O:38])[C:34]([F:37])([F:36])[F:35])[C:19]4[CH:32]=[CH:31][C:22]5[C@H:23]([CH2:26][C:27]([O:29][CH3:30])=[O:28])[CH2:24][O:25][C:21]=5[CH:20]=4)[C:13]=3[CH:12]=[CH:11][CH:10]=2)[C:7]2[C:6]([F:39])=[C:5]([F:40])[CH:4]=[CH:3][C:2]=2[N:1]=1)[CH3:42], predict the reactants needed to synthesize it. The reactants are: [NH2:1][C:2]1[C:7]([NH:8][C:9]2[C:17]3[O:16][CH2:15][C@@H:14]([N:18]([C:33](=[O:38])[C:34]([F:37])([F:36])[F:35])[C:19]4[CH:32]=[CH:31][C:22]5[C@H:23]([CH2:26][C:27]([O:29][CH3:30])=[O:28])[CH2:24][O:25][C:21]=5[CH:20]=4)[C:13]=3[CH:12]=[CH:11][CH:10]=2)=[C:6]([F:39])[C:5]([F:40])=[CH:4][CH:3]=1.[CH2:41]([O:43][C:44](OCC)(OCC)OCC)[CH3:42].